Dataset: Catalyst prediction with 721,799 reactions and 888 catalyst types from USPTO. Task: Predict which catalyst facilitates the given reaction. (1) Reactant: [Cl:1][C:2]1[CH:7]=[CH:6][N:5]=[C:4]([CH3:8])[C:3]=1I.[C:10]([C:12]1[CH:13]=[CH:14][C:15]([NH:18][CH3:19])=[N:16][CH:17]=1)#[CH:11].C(N(CC)CC)C. Product: [Cl:1][C:2]1[CH:7]=[CH:6][N:5]=[C:4]([CH3:8])[C:3]=1[C:11]#[C:10][C:12]1[CH:13]=[CH:14][C:15]([NH:18][CH3:19])=[N:16][CH:17]=1. The catalyst class is: 233. (2) Reactant: [CH3:1][Si](C=[N+]=[N-])(C)C.[C:8]([O:11][C@H:12]([C@@H:16]([O:33][C:34](=[O:36])[CH3:35])[C:17]([N:19]([CH2:24][C:25]1[CH:30]=[CH:29][C:28]([O:31][CH3:32])=[CH:27][CH:26]=1)[CH2:20][C:21]([CH3:23])=[CH2:22])=[O:18])[C:13]([OH:15])=[O:14])(=[O:10])[CH3:9]. Product: [C:8]([O:11][C@H:12]([C@@H:16]([O:33][C:34](=[O:36])[CH3:35])[C:17]([N:19]([CH2:24][C:25]1[CH:26]=[CH:27][C:28]([O:31][CH3:32])=[CH:29][CH:30]=1)[CH2:20][C:21]([CH3:23])=[CH2:22])=[O:18])[C:13]([O:15][CH3:1])=[O:14])(=[O:10])[CH3:9]. The catalyst class is: 100. (3) Reactant: [OH:1][C:2]1[CH:9]=[C:8]([O:10][CH3:11])[CH:7]=[CH:6][C:3]=1[CH:4]=[O:5].I[CH:13]([CH3:15])[CH3:14].C([O-])([O-])=O.[K+].[K+].C(Cl)Cl. Product: [CH:13]([O:1][C:2]1[CH:9]=[C:8]([O:10][CH3:11])[CH:7]=[CH:6][C:3]=1[CH:4]=[O:5])([CH3:15])[CH3:14]. The catalyst class is: 3. (4) Reactant: C[O:2][C:3](=[O:31])[CH2:4][C:5]1[CH:14]=[C:13]([CH:15]2[CH2:20][CH2:19][N:18]([S:21]([C:24]3[CH:25]=[N:26][CH:27]=[CH:28][CH:29]=3)(=[O:23])=[O:22])[CH2:17][CH2:16]2)[C:12]2[C:7](=[CH:8][CH:9]=[C:10]([F:30])[CH:11]=2)[CH:6]=1.O.[OH-].[Li+]. Product: [F:30][C:10]1[CH:11]=[C:12]2[C:7](=[CH:8][CH:9]=1)[CH:6]=[C:5]([CH2:4][C:3]([OH:31])=[O:2])[CH:14]=[C:13]2[CH:15]1[CH2:16][CH2:17][N:18]([S:21]([C:24]2[CH:25]=[N:26][CH:27]=[CH:28][CH:29]=2)(=[O:22])=[O:23])[CH2:19][CH2:20]1. The catalyst class is: 20. (5) Reactant: [C:1]1([C:7]2([C:17]3[CH:22]=[CH:21][CH:20]=[CH:19][CH:18]=3)[CH:11]3[CH2:12][NH:13][CH2:14][CH2:15][N:10]3[C:9](=[O:16])[O:8]2)[CH:6]=[CH:5][CH:4]=[CH:3][CH:2]=1.Br[CH2:24][CH2:25][N:26]=[C:27]=[O:28].[NH:29]1[CH2:34][CH2:33][O:32][CH2:31][CH2:30]1. Product: [N:29]1([CH2:24][CH2:25][NH:26][C:27]([N:13]2[CH2:14][CH2:15][N:10]3[C:9](=[O:16])[O:8][C:7]([C:1]4[CH:6]=[CH:5][CH:4]=[CH:3][CH:2]=4)([C:17]4[CH:18]=[CH:19][CH:20]=[CH:21][CH:22]=4)[CH:11]3[CH2:12]2)=[O:28])[CH2:34][CH2:33][O:32][CH2:31][CH2:30]1. The catalyst class is: 11. (6) Reactant: Cl[C:2]1[C:11]2[C:6](=[CH:7][CH:8]=[CH:9][CH:10]=2)[N:5]=[CH:4][C:3]=1[N+:12]([O-:14])=[O:13].C(N(CC)CC)C.[NH2:22][CH2:23][CH2:24][CH2:25][CH2:26][OH:27].O. Product: [N+:12]([C:3]1[CH:4]=[N:5][C:6]2[C:11]([C:2]=1[NH:22][CH2:23][CH2:24][CH2:25][CH2:26][OH:27])=[CH:10][CH:9]=[CH:8][CH:7]=2)([O-:14])=[O:13]. The catalyst class is: 4. (7) Reactant: I[C:2]1[C:3]([CH3:14])=[CH:4][C:5]([C:8]2[CH:13]=[CH:12][CH:11]=[CH:10][CH:9]=2)=[N:6][CH:7]=1.[CH:15]1[C:27]2[NH:26][C:25]3[C:20](=[CH:21][CH:22]=[CH:23][CH:24]=3)[C:19]=2[CH:18]=[CH:17][CH:16]=1.CN[C@@H]1CCCC[C@@H]1NC.P([O-])([O-])([O-])=O.[K+].[K+].[K+]. Product: [CH3:14][C:3]1[CH:4]=[C:5]([C:8]2[CH:13]=[CH:12][CH:11]=[CH:10][CH:9]=2)[N:6]=[CH:7][C:2]=1[N:26]1[C:27]2[CH:15]=[CH:16][CH:17]=[CH:18][C:19]=2[C:20]2[C:25]1=[CH:24][CH:23]=[CH:22][CH:21]=2. The catalyst class is: 321.